This data is from Full USPTO retrosynthesis dataset with 1.9M reactions from patents (1976-2016). The task is: Predict the reactants needed to synthesize the given product. Given the product [C:51]([OH:54])(=[O:53])[CH3:52].[Cl:42][C:36]1[CH:37]=[C:38]([Cl:41])[CH:39]=[CH:40][C:35]=1[O:34][C:29]1[CH:30]=[CH:31][CH:32]=[CH:33][C:28]=1[NH:27][S:26]([C:23]1[CH:24]=[CH:25][C:20]([C:19]([NH:18][CH2:17][CH2:16][C:15](=[O:46])[NH:14][CH:11]2[CH2:12][CH2:13][NH:8][CH2:9][CH2:10]2)=[O:45])=[CH:21][CH:22]=1)(=[O:43])=[O:44], predict the reactants needed to synthesize it. The reactants are: C(OC([N:8]1[CH2:13][CH2:12][CH:11]([NH:14][C:15](=[O:46])[CH2:16][CH2:17][NH:18][C:19](=[O:45])[C:20]2[CH:25]=[CH:24][C:23]([S:26](=[O:44])(=[O:43])[NH:27][C:28]3[CH:33]=[CH:32][CH:31]=[CH:30][C:29]=3[O:34][C:35]3[CH:40]=[CH:39][C:38]([Cl:41])=[CH:37][C:36]=3[Cl:42])=[CH:22][CH:21]=2)[CH2:10][CH2:9]1)=O)(C)(C)C.C(#N)C.O.[C:51]([OH:54])(=[O:53])[CH3:52].